Dataset: Reaction yield outcomes from USPTO patents with 853,638 reactions. Task: Predict the reaction yield, written as a fraction of the theoretical maximum amount of product (1.0 means a 100% yield; for example, 0.34 means a 34% yield). The reactants are [CH3:1][O:2][CH2:3][O:4][C:5]1[CH:6]=[CH:7][C:8]([OH:11])=[N:9][CH:10]=1.C([O-])([O-])=O.[K+].[K+].Br[CH2:19][CH2:20][O:21][CH3:22]. The catalyst is CN(C=O)C. The product is [CH3:22][O:21][CH2:20][CH2:19][O:11][C:8]1[CH:7]=[CH:6][C:5]([O:4][CH2:3][O:2][CH3:1])=[CH:10][N:9]=1. The yield is 0.270.